From a dataset of Forward reaction prediction with 1.9M reactions from USPTO patents (1976-2016). Predict the product of the given reaction. (1) Given the reactants [Br:1][C:2]1[CH:12]=[CH:11][C:5]([O:6][CH2:7][CH2:8][CH2:9][OH:10])=[CH:4][CH:3]=1.[Si:13](Cl)([C:16]([CH3:19])([CH3:18])[CH3:17])([CH3:15])[CH3:14].CN(C)C=O, predict the reaction product. The product is: [Br:1][C:2]1[CH:12]=[CH:11][C:5]([O:6][CH2:7][CH2:8][CH2:9][O:10][Si:13]([C:16]([CH3:19])([CH3:18])[CH3:17])([CH3:15])[CH3:14])=[CH:4][CH:3]=1. (2) Given the reactants [Cl:1][C:2]1[C:7]([CH3:8])=[C:6]([O:9][C@H:10]2[CH2:15][CH2:14][NH:13][CH2:12][C@H:11]2[F:16])[N:5]=[CH:4][N:3]=1.C(N(CC)CC)C.[C:24](=O)([O:30]C1C=CC([N+]([O-])=O)=CC=1)[O:25][C:26]1([CH3:29])[CH2:28][CH2:27]1, predict the reaction product. The product is: [Cl:1][C:2]1[N:3]=[CH:4][N:5]=[C:6]([O:9][C@H:10]2[CH2:15][CH2:14][N:13]([C:24]([O:25][C:26]3([CH3:29])[CH2:28][CH2:27]3)=[O:30])[CH2:12][C@H:11]2[F:16])[C:7]=1[CH3:8]. (3) The product is: [F:2][C:3]1[CH:8]=[CH:7][C:6]([CH2:9][CH2:10][CH2:11][OH:12])=[CH:5][C:4]=1[C:14]([F:15])([F:16])[F:17]. Given the reactants B.[F:2][C:3]1[CH:8]=[CH:7][C:6]([CH2:9][CH2:10][C:11](O)=[O:12])=[CH:5][C:4]=1[C:14]([F:17])([F:16])[F:15], predict the reaction product.